This data is from Forward reaction prediction with 1.9M reactions from USPTO patents (1976-2016). The task is: Predict the product of the given reaction. Given the reactants [CH2:1]([C:13]1[CH:17]=[CH:16][S:15][C:14]=1[CH:18]=O)[CH2:2][CH2:3][CH2:4][CH2:5][CH2:6][CH2:7][CH2:8][CH2:9][CH2:10][CH2:11][CH3:12].[S:20]=[C:21]([C:23](=[S:25])[NH2:24])[NH2:22], predict the reaction product. The product is: [CH2:1]([C:13]1[CH:17]=[CH:16][S:15][C:14]=1[C:18]1[S:20][C:21]2[N:22]=[C:18]([C:14]3[S:15][CH:16]=[CH:17][C:13]=3[CH2:1][CH2:2][CH2:3][CH2:4][CH2:5][CH2:6][CH2:7][CH2:8][CH2:9][CH2:10][CH2:11][CH3:12])[S:25][C:23]=2[N:24]=1)[CH2:2][CH2:3][CH2:4][CH2:5][CH2:6][CH2:7][CH2:8][CH2:9][CH2:10][CH2:11][CH3:12].